Dataset: Full USPTO retrosynthesis dataset with 1.9M reactions from patents (1976-2016). Task: Predict the reactants needed to synthesize the given product. (1) Given the product [CH2:15]([O:17][C:18]1[C:19]([OH:26])=[C:20]([C:21]2[NH:1][N:2]=[C:3]([C:5]3[C:10]([C:11]([F:12])([F:13])[F:14])=[CH:9][CH:8]=[CH:7][N:6]=3)[N:4]=2)[CH:23]=[CH:24][CH:25]=1)[CH3:16], predict the reactants needed to synthesize it. The reactants are: [NH2:1][NH:2][C:3]([C:5]1[C:10]([C:11]([F:14])([F:13])[F:12])=[CH:9][CH:8]=[CH:7][N:6]=1)=[NH:4].[CH2:15]([O:17][C:18]1[C:19]([OH:26])=[C:20]([CH:23]=[CH:24][CH:25]=1)[CH:21]=O)[CH3:16]. (2) Given the product [F:23][C:19]1[N:18]=[C:17]([C:13]2[N:12]([CH2:11][C:6]3[N:5]=[C:4]([CH3:24])[N:3]4[CH:26]=[CH:27][N:1]=[C:2]4[C:7]=3[CH2:8][CH2:9][CH3:10])[CH:16]=[CH:15][N:14]=2)[CH:22]=[CH:21][CH:20]=1, predict the reactants needed to synthesize it. The reactants are: [NH2:1][C:2]1[C:7]([CH2:8][CH2:9][CH3:10])=[C:6]([CH2:11][N:12]2[CH:16]=[CH:15][N:14]=[C:13]2[C:17]2[CH:22]=[CH:21][CH:20]=[C:19]([F:23])[N:18]=2)[N:5]=[C:4]([CH3:24])[N:3]=1.Cl[CH2:26][CH:27]=O.